Dataset: Peptide-MHC class I binding affinity with 185,985 pairs from IEDB/IMGT. Task: Regression. Given a peptide amino acid sequence and an MHC pseudo amino acid sequence, predict their binding affinity value. This is MHC class I binding data. (1) The peptide sequence is KPKHLYVSM. The MHC is HLA-B51:01 with pseudo-sequence HLA-B51:01. The binding affinity (normalized) is 0.0847. (2) The peptide sequence is GLQGIYVLV. The MHC is HLA-B07:02 with pseudo-sequence HLA-B07:02. The binding affinity (normalized) is 0.213.